Dataset: Reaction yield outcomes from USPTO patents with 853,638 reactions. Task: Predict the reaction yield, written as a fraction of the theoretical maximum amount of product (1.0 means a 100% yield; for example, 0.34 means a 34% yield). (1) The reactants are [I:1][C:2]1[C:10]2[C:5](=[N:6][CH:7]=[CH:8][CH:9]=2)[NH:4][CH:3]=1.[H-].[Na+].[CH:13]([Si:16](Cl)([CH:20]([CH3:22])[CH3:21])[CH:17]([CH3:19])[CH3:18])([CH3:15])[CH3:14].O. The catalyst is CN(C)C=O. The product is [I:1][C:2]1[C:10]2[C:5](=[N:6][CH:7]=[CH:8][CH:9]=2)[N:4]([Si:16]([CH:20]([CH3:22])[CH3:21])([CH:17]([CH3:19])[CH3:18])[CH:13]([CH3:15])[CH3:14])[CH:3]=1. The yield is 0.982. (2) The reactants are C(N=C=NC(C)C)(C)C.[C:10]([O:14][C:15]([N:17]1[CH2:21][C:20](=[N:22][O:23][CH3:24])[CH2:19][C@H:18]1[C:25]([OH:27])=O)=[O:16])([CH3:13])([CH3:12])[CH3:11].[C:28](=[N:31]O)([NH2:30])[CH3:29]. The catalyst is C(Cl)Cl.C1COCC1. The product is [CH3:24][O:23][N:22]=[C:20]1[CH2:21][N:17]([C:15]([O:14][C:10]([CH3:11])([CH3:12])[CH3:13])=[O:16])[C@H:18]([C:25]2[O:27][N:31]=[C:28]([CH3:29])[N:30]=2)[CH2:19]1. The yield is 0.600. (3) The reactants are CCN(CC)CC.N1C=CC=CC=1.[CH2:14]([O:16][C:17]([C:19]1[NH:20][C:21]2[C:26]([C:27]=1[I:28])=[CH:25][C:24]([C:29]1[CH:34]=[CH:33][C:32]([C:35]([F:38])([F:37])[F:36])=[CH:31][CH:30]=1)=[CH:23][CH:22]=2)=[O:18])[CH3:15].[CH:39]1([O:44][C:45]2[CH:50]=[CH:49][C:48](B(O)O)=[CH:47][CH:46]=2)[CH2:43][CH2:42][CH2:41][CH2:40]1. The catalyst is CC([O-])=O.CC([O-])=O.[Cu+2].C(Cl)Cl. The product is [CH2:14]([O:16][C:17]([C:19]1[N:20]([C:48]2[CH:49]=[CH:50][C:45]([O:44][CH:39]3[CH2:43][CH2:42][CH2:41][CH2:40]3)=[CH:46][CH:47]=2)[C:21]2[C:26]([C:27]=1[I:28])=[CH:25][C:24]([C:29]1[CH:34]=[CH:33][C:32]([C:35]([F:37])([F:38])[F:36])=[CH:31][CH:30]=1)=[CH:23][CH:22]=2)=[O:18])[CH3:15]. The yield is 0.710. (4) The reactants are [NH:1]1[C:5]2=[N:6][CH:7]=[CH:8][CH:9]=[C:4]2[C:3]([C:10]([O:12][CH3:13])=[O:11])=[N:2]1.CN(C=O)C.[H-].[Na+].[CH3:21][Si:22]([CH3:29])([CH3:28])[CH2:23][CH2:24][O:25][CH2:26]Cl. No catalyst specified. The product is [CH3:21][Si:22]([CH3:29])([CH3:28])[CH2:23][CH2:24][O:25][CH2:26][N:1]1[C:5]2=[N:6][CH:7]=[CH:8][CH:9]=[C:4]2[C:3]([C:10]([O:12][CH3:13])=[O:11])=[N:2]1. The yield is 0.460. (5) The product is [S:17]1[CH:18]=[CH:19][N:20]=[C:16]1[CH2:15][CH2:14][N:11]1[CH2:10][CH2:9][NH:8][CH2:13][CH2:12]1. The reactants are C([N:8]1[CH2:13][CH2:12][N:11]([CH2:14][C:15](=O)[C:16]2[S:17][CH:18]=[CH:19][N:20]=2)[CH2:10][CH2:9]1)(OC(C)(C)C)=O.S([O-])([O-])(=O)=O.[Mg+2].CC1C=CC(S(NN)(=O)=O)=CC=1.C(O[BH-](OC(=O)C)OC(=O)C)(=O)C.[Na+].Cl. The yield is 0.570. The catalyst is CO. (6) The reactants are [F:1][C:2]1([F:35])[O:6][C:5]2[CH:7]=[CH:8][C:9]([C:11]3([C:14]([NH:16][C:17]4[N:22]=[C:21]([C:23]5[CH:24]=[CH:25][C:26](=[O:33])[N:27]([CH2:29][C:30]([OH:32])=O)[CH:28]=5)[C:20]([CH3:34])=[CH:19][CH:18]=4)=[O:15])[CH2:13][CH2:12]3)=[CH:10][C:4]=2[O:3]1.[N:36]#[C:37][NH2:38].C(N(CC)CC)C.F[P-](F)(F)(F)(F)F.N1(OC(N(C)C)=[N+](C)C)C2N=CC=CC=2N=N1. The catalyst is CN(C)C=O. The product is [NH:38]([C:30](=[O:32])[CH2:29][N:27]1[C:26](=[O:33])[CH:25]=[CH:24][C:23]([C:21]2[N:22]=[C:17]([NH:16][C:14]([C:11]3([C:9]4[CH:8]=[CH:7][C:5]5[O:6][C:2]([F:35])([F:1])[O:3][C:4]=5[CH:10]=4)[CH2:13][CH2:12]3)=[O:15])[CH:18]=[CH:19][C:20]=2[CH3:34])=[CH:28]1)[C:37]#[N:36]. The yield is 0.310.